Task: Predict which catalyst facilitates the given reaction.. Dataset: Catalyst prediction with 721,799 reactions and 888 catalyst types from USPTO (1) Reactant: Cl[C:2]1[C:3]2[CH:19]=[CH:18][S:17][C:4]=2[N:5]=[C:6]([C:8]([C:10]2[CH:15]=[CH:14][C:13]([F:16])=[CH:12][CH:11]=2)=[O:9])[N:7]=1.[CH3:20][C:21]1[NH:25][N:24]=[C:23]([NH2:26])[CH:22]=1.O1CCOCC1.O. Product: [F:16][C:13]1[CH:14]=[CH:15][C:10]([C:8]([C:6]2[N:7]=[C:2]([NH:26][C:23]3[CH:22]=[C:21]([CH3:20])[NH:25][N:24]=3)[C:3]3[CH:19]=[CH:18][S:17][C:4]=3[N:5]=2)=[O:9])=[CH:11][CH:12]=1. The catalyst class is: 3. (2) Reactant: [F:1][C:2]([F:14])([F:13])[C:3]1[C:8]2[CH2:9]C(C#N)[C:7]=2[CH:6]=[CH:5][CH:4]=1.[OH-:15].[K+].[CH2:17]([OH:19])[CH3:18]. Product: [F:1][C:2]([F:14])([F:13])[C:3]1[C:8]2[CH2:9][CH:18]([C:17]([OH:15])=[O:19])[C:7]=2[CH:6]=[CH:5][CH:4]=1. The catalyst class is: 6.